Dataset: Ames mutagenicity test results for genotoxicity prediction. Task: Regression/Classification. Given a drug SMILES string, predict its toxicity properties. Task type varies by dataset: regression for continuous values (e.g., LD50, hERG inhibition percentage) or binary classification for toxic/non-toxic outcomes (e.g., AMES mutagenicity, cardiotoxicity, hepatotoxicity). Dataset: ames. The molecule is COP(=S)(OC)SCC(=O)N(C)C=O. The result is 0 (non-mutagenic).